Dataset: Catalyst prediction with 721,799 reactions and 888 catalyst types from USPTO. Task: Predict which catalyst facilitates the given reaction. Reactant: [CH3:1][C:2]1([CH3:41])[CH2:6][CH2:5][N:4]([C:7]2[C:11]([NH:12][C:13]([C:15]3[N:16]=[C:17]([C:20]4[CH:25]=[CH:24][N:23]=[C:22]([N:26]([CH2:34][C:35]([F:38])([F:37])[F:36])C(=O)OC(C)(C)C)[CH:21]=4)[O:18][CH:19]=3)=[O:14])=[CH:10][N:9]([CH3:39])[N:8]=2)[C:3]1=[O:40].C(OC(=O)C)C.[ClH:48]. Product: [ClH:48].[CH3:1][C:2]1([CH3:41])[CH2:6][CH2:5][N:4]([C:7]2[C:11]([NH:12][C:13]([C:15]3[N:16]=[C:17]([C:20]4[CH:25]=[CH:24][N:23]=[C:22]([NH:26][CH2:34][C:35]([F:36])([F:38])[F:37])[CH:21]=4)[O:18][CH:19]=3)=[O:14])=[CH:10][N:9]([CH3:39])[N:8]=2)[C:3]1=[O:40]. The catalyst class is: 125.